Task: Predict which catalyst facilitates the given reaction.. Dataset: Catalyst prediction with 721,799 reactions and 888 catalyst types from USPTO (1) Reactant: [OH:1][CH:2]([CH:4]1[CH2:7][N:6]([C:8]([O:10][C:11]([CH3:14])([CH3:13])[CH3:12])=[O:9])[CH2:5]1)[CH3:3].C1C=CC(P(C2C=CC=CC=2)C2C=CC=CC=2)=CC=1.[Cl:34][C:35]1[CH:40]=[CH:39][C:38](O)=[CH:37][CH:36]=1.CCOC(/N=N/C(OCC)=O)=O. Product: [Cl:34][C:35]1[CH:40]=[CH:39][C:38]([O:1][CH:2]([CH:4]2[CH2:7][N:6]([C:8]([O:10][C:11]([CH3:13])([CH3:12])[CH3:14])=[O:9])[CH2:5]2)[CH3:3])=[CH:37][CH:36]=1. The catalyst class is: 1. (2) Reactant: C[O-].[Na+].[C:4]1([C:13]2[C:8](=[CH:9][CH:10]=[CH:11][CH:12]=2)[CH2:7][O:6]1)=[O:5].[CH:14]([C:16]1[CH:17]=[C:18]([CH:21]=[CH:22][CH:23]=1)[C:19]#[N:20])=O.C(OCC)(=O)CC. Product: [O:5]=[C:4]1[C:13]2[C:8](=[CH:9][CH:10]=[CH:11][CH:12]=2)[C:7](=[O:6])[CH:14]1[C:16]1[CH:17]=[C:18]([CH:21]=[CH:22][CH:23]=1)[C:19]#[N:20]. The catalyst class is: 5. (3) Reactant: S(S([O-])=O)([O-])=O.[Na+].[Na+].[Cl:9][C:10]1[C:22]2[N:21]([CH:23]([CH3:25])[CH3:24])[C:20]3[C:15](=[CH:16][CH:17]=[CH:18][CH:19]=3)[C:14]=2[C:13]([CH3:26])=[C:12]([N+:27]([O-])=O)[CH:11]=1. Product: [ClH:9].[NH2:27][C:12]1[CH:11]=[C:10]([Cl:9])[C:22]2[N:21]([CH:23]([CH3:24])[CH3:25])[C:20]3[C:15]([C:14]=2[C:13]=1[CH3:26])=[CH:16][CH:17]=[CH:18][CH:19]=3.[ClH:9]. The catalyst class is: 88. (4) Reactant: C([O:3][P:4]([CH2:9][CH2:10][N:11]1[CH2:16][CH2:15][N:14]([CH2:17][C:18]2[CH:23]=[CH:22][C:21]([C:24](=[O:46])[NH:25][C:26]3[CH:31]=[CH:30][C:29]([CH3:32])=[C:28]([NH:33][C:34]4[N:39]=[C:38]([C:40]5[CH:41]=[N:42][CH:43]=[CH:44][CH:45]=5)[CH:37]=[CH:36][N:35]=4)[CH:27]=3)=[CH:20][CH:19]=2)[CH2:13][CH2:12]1)(=[O:8])[O:5]CC)C.C[Si](Br)(C)C. Product: [CH3:32][C:29]1[CH:30]=[CH:31][C:26]([NH:25][C:24]([C:21]2[CH:20]=[CH:19][C:18]([CH2:17][N:14]3[CH2:13][CH2:12][N:11]([CH2:10][CH2:9][P:4](=[O:3])([OH:5])[OH:8])[CH2:16][CH2:15]3)=[CH:23][CH:22]=2)=[O:46])=[CH:27][C:28]=1[NH:33][C:34]1[N:39]=[C:38]([C:40]2[CH:41]=[N:42][CH:43]=[CH:44][CH:45]=2)[CH:37]=[CH:36][N:35]=1. The catalyst class is: 3. (5) Reactant: [CH2:1]([O:3][C:4](=[O:35])[CH:5]([C:23]1[N:24]([C:28]2[C:33]([Br:34])=[CH:32][CH:31]=[CH:30][N:29]=2)[N:25]=[CH:26][CH:27]=1)[C:6]1[C:11]([CH2:12][CH2:13][CH3:14])=[C:10]([NH:15][NH:16][C:17](=O)[C:18]([F:21])([F:20])[F:19])[N:9]=[CH:8][N:7]=1)[CH3:2]. Product: [CH2:1]([O:3][C:4](=[O:35])[CH:5]([C:23]1[N:24]([C:28]2[C:33]([Br:34])=[CH:32][CH:31]=[CH:30][N:29]=2)[N:25]=[CH:26][CH:27]=1)[C:6]1[N:7]=[CH:8][N:15]2[N:16]=[C:17]([C:18]([F:19])([F:21])[F:20])[N:9]=[C:10]2[C:11]=1[CH2:12][CH2:13][CH3:14])[CH3:2]. The catalyst class is: 286. (6) Reactant: [CH3:1][O:2][C:3]1[N:8]=[C:7]([O:9][CH3:10])[C:6]([C:11]2[CH:20]=[C:19]3[C:14]([C:15](Cl)=[C:16]([C:21]([NH2:23])=[O:22])[CH:17]=[N:18]3)=[CH:13][CH:12]=2)=[CH:5][N:4]=1.[NH2:25][C:26]1[CH:27]=[C:28]([C:38]([O:40][CH3:41])=[O:39])[CH:29]=[C:30]([C:32]2[CH:37]=[CH:36][CH:35]=[CH:34][CH:33]=2)[CH:31]=1. Product: [NH2:23][C:21]([C:16]1[CH:17]=[N:18][C:19]2[C:14]([C:15]=1[NH:25][C:26]1[CH:27]=[C:28]([C:38]([O:40][CH3:41])=[O:39])[CH:29]=[C:30]([C:32]3[CH:37]=[CH:36][CH:35]=[CH:34][CH:33]=3)[CH:31]=1)=[CH:13][CH:12]=[C:11]([C:6]1[C:7]([O:9][CH3:10])=[N:8][C:3]([O:2][CH3:1])=[N:4][CH:5]=1)[CH:20]=2)=[O:22]. The catalyst class is: 15. (7) The catalyst class is: 79. Reactant: ClC(Cl)(O[C:5](=[O:11])OC(Cl)(Cl)Cl)Cl.[F:13][C:14]1([F:26])[CH2:19][CH2:18][C:17]([OH:25])([C:20]([O:22][CH2:23][CH3:24])=[O:21])[CH2:16][CH2:15]1.[CH3:27][NH:28][CH3:29]. Product: [CH3:27][N:28]([CH3:29])[C:5]([O:25][C:17]1([C:20]([O:22][CH2:23][CH3:24])=[O:21])[CH2:16][CH2:15][C:14]([F:26])([F:13])[CH2:19][CH2:18]1)=[O:11]. (8) Reactant: [C:1]([O:7][CH2:8][N:9]1[C:13]2[N:14]=[N:15][CH:16]=[C:17]([C:18]3[CH:19]=[N:20][N:21]([C@@H:23]([CH:27]4[CH2:32][CH2:31][CH2:30][CH2:29][CH2:28]4)[CH2:24][CH:25]=O)[CH:22]=3)[C:12]=2[CH:11]=[CH:10]1)(=[O:6])[C:2]([CH3:5])([CH3:4])[CH3:3].[OH-].[NH4+:34].II. Product: [C:1]([O:7][CH2:8][N:9]1[C:13]2[N:14]=[N:15][CH:16]=[C:17]([C:18]3[CH:19]=[N:20][N:21]([C@@H:23]([CH:27]4[CH2:28][CH2:29][CH2:30][CH2:31][CH2:32]4)[CH2:24][C:25]#[N:34])[CH:22]=3)[C:12]=2[CH:11]=[CH:10]1)(=[O:6])[C:2]([CH3:5])([CH3:3])[CH3:4]. The catalyst class is: 1.